Dataset: Forward reaction prediction with 1.9M reactions from USPTO patents (1976-2016). Task: Predict the product of the given reaction. Given the reactants C1(SC)C=CC=CC=1.C([O:16][C:17]1[CH:22]=[CH:21][C:20]([C:23]2[O:27][C:26]([CH2:28][S:29][C:30]3[CH:35]=[CH:34][N:33]=[CH:32][CH:31]=3)=[N:25][C:24]=2[C:36]2[CH:37]=[CH:38][C:39]([O:42][CH3:43])=[N:40][CH:41]=2)=[CH:19][CH:18]=1)C1C=CC=CC=1, predict the reaction product. The product is: [CH3:43][O:42][C:39]1[N:40]=[CH:41][C:36]([C:24]2[N:25]=[C:26]([CH2:28][S:29][C:30]3[CH:31]=[CH:32][N:33]=[CH:34][CH:35]=3)[O:27][C:23]=2[C:20]2[CH:19]=[CH:18][C:17]([OH:16])=[CH:22][CH:21]=2)=[CH:37][CH:38]=1.